From a dataset of Reaction yield outcomes from USPTO patents with 853,638 reactions. Predict the reaction yield, written as a fraction of the theoretical maximum amount of product (1.0 means a 100% yield; for example, 0.34 means a 34% yield). (1) The reactants are [CH2:1]([O:8][C:9]1[CH:10]=[C:11]2[C:16](=[CH:17][C:18]=1[O:19][CH2:20][CH2:21][O:22][CH3:23])[N:15]=[CH:14][C:13]([C:24]#[N:25])=[C:12]2O)[C:2]1[CH:7]=[CH:6][CH:5]=[CH:4][CH:3]=1.P(Cl)(Cl)([Cl:29])=O. No catalyst specified. The product is [CH2:1]([O:8][C:9]1[CH:10]=[C:11]2[C:16](=[CH:17][C:18]=1[O:19][CH2:20][CH2:21][O:22][CH3:23])[N:15]=[CH:14][C:13]([C:24]#[N:25])=[C:12]2[Cl:29])[C:2]1[CH:7]=[CH:6][CH:5]=[CH:4][CH:3]=1. The yield is 0.670. (2) The product is [CH3:1][O:2][CH2:3][C:4]([CH3:10])([CH3:9])[C:5](=[O:6])[CH2:14][C:15]#[N:16]. No catalyst specified. The yield is 0.290. The reactants are [CH3:1][O:2][CH2:3][C:4]([CH3:10])([CH3:9])[C:5](OC)=[O:6].CC(C)C(=O)[CH2:14][C:15]#[N:16]. (3) The reactants are C(O[C:6](=O)[N:7]([C@H:9]1[C@H:13]([C:14]2[CH:19]=[CH:18][C:17]([Cl:20])=[CH:16][CH:15]=2)[CH2:12][N:11]([C:21]([CH:23]2[CH2:28][CH2:27][N:26]([C:29]3[CH:34]=[CH:33][C:32]([C:35]#[N:36])=[CH:31][N:30]=3)[CH2:25][CH2:24]2)=[O:22])[CH2:10]1)C)(C)(C)C.FC(F)(F)C(O)=O. The catalyst is C(#N)C. The product is [Cl:20][C:17]1[CH:18]=[CH:19][C:14]([C@H:13]2[C@H:9]([NH:7][CH3:6])[CH2:10][N:11]([C:21]([CH:23]3[CH2:24][CH2:25][N:26]([C:29]4[CH:34]=[CH:33][C:32]([C:35]#[N:36])=[CH:31][N:30]=4)[CH2:27][CH2:28]3)=[O:22])[CH2:12]2)=[CH:15][CH:16]=1. The yield is 0.730. (4) The reactants are C([O:5][C:6](=[O:18])[CH2:7][NH:8][C:9](=[O:17])[C:10]1[CH:15]=[CH:14][C:13]([OH:16])=[CH:12][CH:11]=1)(C)(C)C.[O:19]([CH2:26][CH2:27]O)[C:20]1[CH:25]=[CH:24][CH:23]=[CH:22][CH:21]=1. No catalyst specified. The product is [O:19]([CH2:26][CH2:27][O:16][C:13]1[CH:12]=[CH:11][C:10]([C:9]([NH:8][CH2:7][C:6]([OH:5])=[O:18])=[O:17])=[CH:15][CH:14]=1)[C:20]1[CH:25]=[CH:24][CH:23]=[CH:22][CH:21]=1. The yield is 0.780. (5) The reactants are [CH3:1][C:2]1[C:6]([CH3:7])=[CH:5][S:4][C:3]=1[C:8]1[N:12]2[N:13]=[C:14]([CH3:22])[CH:15]=[C:16]([CH:17]([CH2:20][CH3:21])[CH2:18][CH3:19])[C:11]2=[N:10][C:9]=1[CH3:23].C(Cl)Cl.C1C(=O)N([Br:34])C(=O)C1. The product is [Br:34][C:5]1[S:4][C:3]([C:8]2[N:12]3[N:13]=[C:14]([CH3:22])[CH:15]=[C:16]([CH:17]([CH2:18][CH3:19])[CH2:20][CH3:21])[C:11]3=[N:10][C:9]=2[CH3:23])=[C:2]([CH3:1])[C:6]=1[CH3:7]. The yield is 0.800. The catalyst is CCOCC. (6) The reactants are [CH2:1]([C:5]1[CH:6]=[C:7]([CH:10]=O)[NH:8][CH:9]=1)[CH2:2][CH2:3][CH3:4].[C:12]([CH:17]=P(C1C=CC=CC=1)(C1C=CC=CC=1)C1C=CC=CC=1)([O:14][CH2:15][CH3:16])=[O:13]. The catalyst is C1C=CC=CC=1. The product is [CH2:1]([C:5]1[CH:6]=[C:7](/[CH:10]=[CH:17]/[C:12]([O:14][CH2:15][CH3:16])=[O:13])[NH:8][CH:9]=1)[CH2:2][CH2:3][CH3:4]. The yield is 0.990.